The task is: Predict the product of the given reaction.. This data is from Forward reaction prediction with 1.9M reactions from USPTO patents (1976-2016). Given the reactants C([Li])CCC.C(N[CH:10]([CH3:12])[CH3:11])(C)C.[I:13][C:14]1C(C)=[C:16]([CH:20]=[CH:21][CH:22]=1)[C:17]([OH:19])=[O:18].IC.Cl, predict the reaction product. The product is: [I:13][C:14]1[C:12]([CH2:10][CH3:11])=[C:16]([CH:20]=[CH:21][CH:22]=1)[C:17]([OH:19])=[O:18].